From a dataset of NCI-60 drug combinations with 297,098 pairs across 59 cell lines. Regression. Given two drug SMILES strings and cell line genomic features, predict the synergy score measuring deviation from expected non-interaction effect. (1) Drug 1: C1=NC2=C(N1)C(=S)N=C(N2)N. Drug 2: C1CN1P(=S)(N2CC2)N3CC3. Cell line: NCI/ADR-RES. Synergy scores: CSS=32.0, Synergy_ZIP=-14.2, Synergy_Bliss=-9.33, Synergy_Loewe=-10.2, Synergy_HSA=-5.28. (2) Drug 1: C1CC(C1)(C(=O)O)C(=O)O.[NH2-].[NH2-].[Pt+2]. Drug 2: CC1C(C(CC(O1)OC2CC(CC3=C2C(=C4C(=C3O)C(=O)C5=C(C4=O)C(=CC=C5)OC)O)(C(=O)CO)O)N)O.Cl. Cell line: SW-620. Synergy scores: CSS=28.3, Synergy_ZIP=-3.30, Synergy_Bliss=-2.23, Synergy_Loewe=-0.640, Synergy_HSA=0.777. (3) Drug 1: C1=CC(=CC=C1CCCC(=O)O)N(CCCl)CCCl. Drug 2: C1CN1P(=S)(N2CC2)N3CC3. Cell line: HT29. Synergy scores: CSS=5.92, Synergy_ZIP=-7.09, Synergy_Bliss=-4.60, Synergy_Loewe=-8.28, Synergy_HSA=-4.53. (4) Drug 1: C1=CC(=C2C(=C1NCCNCCO)C(=O)C3=C(C=CC(=C3C2=O)O)O)NCCNCCO. Drug 2: C1=C(C(=O)NC(=O)N1)F. Cell line: OVCAR-4. Synergy scores: CSS=51.2, Synergy_ZIP=-0.763, Synergy_Bliss=-2.64, Synergy_Loewe=2.46, Synergy_HSA=4.31. (5) Drug 1: CC=C1C(=O)NC(C(=O)OC2CC(=O)NC(C(=O)NC(CSSCCC=C2)C(=O)N1)C(C)C)C(C)C. Drug 2: CCC1(C2=C(COC1=O)C(=O)N3CC4=CC5=C(C=CC(=C5CN(C)C)O)N=C4C3=C2)O.Cl. Cell line: UACC-257. Synergy scores: CSS=65.3, Synergy_ZIP=-2.33, Synergy_Bliss=1.53, Synergy_Loewe=-19.8, Synergy_HSA=2.85. (6) Drug 1: C1=CN(C(=O)N=C1N)C2C(C(C(O2)CO)O)O.Cl. Drug 2: C1=NC2=C(N=C(N=C2N1C3C(C(C(O3)CO)O)O)F)N. Cell line: HOP-92. Synergy scores: CSS=22.6, Synergy_ZIP=-7.51, Synergy_Bliss=-0.367, Synergy_Loewe=-7.49, Synergy_HSA=1.56.